From a dataset of Full USPTO retrosynthesis dataset with 1.9M reactions from patents (1976-2016). Predict the reactants needed to synthesize the given product. Given the product [NH2:1][C:2]1[N:3]=[CH:4][C:5](/[CH:20]=[CH:19]/[C:18]([O:22][C:23]([CH3:26])([CH3:25])[CH3:24])=[O:21])=[CH:6][CH:7]=1, predict the reactants needed to synthesize it. The reactants are: [NH2:1][C:2]1[CH:7]=[CH:6][C:5](Br)=[CH:4][N:3]=1.CCN(C(C)C)C(C)C.[C:18]([O:22][C:23]([CH3:26])([CH3:25])[CH3:24])(=[O:21])[CH:19]=[CH2:20].C1(C)C=CC=CC=1P(C1C=CC=CC=1C)C1C=CC=CC=1C.